Dataset: Catalyst prediction with 721,799 reactions and 888 catalyst types from USPTO. Task: Predict which catalyst facilitates the given reaction. (1) Reactant: [NH:1]1[CH:5]=[CH:4][CH:3]=[CH:2]1.[C:6]([O:11]CC)(=[O:10])/[CH:7]=[CH:8]/[CH3:9].[H-].[Na+]. Product: [N:1]1([CH:8]([CH3:9])[CH2:7][C:6]([OH:11])=[O:10])[CH:5]=[CH:4][CH:3]=[CH:2]1. The catalyst class is: 3. (2) Reactant: C([NH:4][C:5]1[CH:10]=[C:9]([C:11]2[CH:16]=[CH:15][C:14]([Cl:17])=[C:13]([O:18][CH3:19])[C:12]=2[F:20])[N:8]=[C:7]([C:21]([O:23][CH3:24])=[O:22])[C:6]=1[O:25][CH3:26])(=O)C.C(Cl)(=O)C. Product: [NH2:4][C:5]1[CH:10]=[C:9]([C:11]2[CH:16]=[CH:15][C:14]([Cl:17])=[C:13]([O:18][CH3:19])[C:12]=2[F:20])[N:8]=[C:7]([C:21]([O:23][CH3:24])=[O:22])[C:6]=1[O:25][CH3:26]. The catalyst class is: 5. (3) Reactant: [NH2:1][C:2]1[C:10]([Cl:11])=[CH:9][CH:8]=[CH:7][C:3]=1[C:4](O)=[O:5].CC[N:14]=C=NCCCN(C)C.C1C=CC2N(O)N=NC=2C=1.CN1CCOCC1.[NH4+].[OH-]. Product: [NH2:1][C:2]1[C:10]([Cl:11])=[CH:9][CH:8]=[CH:7][C:3]=1[C:4]([NH2:14])=[O:5]. The catalyst class is: 1. (4) Reactant: [OH:1][C@H:2]1[CH2:7][CH2:6][C@H:5]([NH:8][C:9]2[CH:17]=[C:16]([N:18]3[C:26]4[CH2:25][C:24]([CH3:28])([CH3:27])[CH2:23][C:22](=[O:29])[C:21]=4[C:20]([CH3:30])=[CH:19]3)[CH:15]=[CH:14][C:10]=2[C:11]([NH2:13])=[O:12])[CH2:4][CH2:3]1.CC(OI1(OC(C)=O)(OC(C)=O)OC(=O)C2C=CC=CC1=2)=O. Product: [O:1]=[C:2]1[CH2:3][CH2:4][CH:5]([NH:8][C:9]2[CH:17]=[C:16]([N:18]3[C:26]4[CH2:25][C:24]([CH3:27])([CH3:28])[CH2:23][C:22](=[O:29])[C:21]=4[C:20]([CH3:30])=[CH:19]3)[CH:15]=[CH:14][C:10]=2[C:11]([NH2:13])=[O:12])[CH2:6][CH2:7]1. The catalyst class is: 2. (5) Reactant: [NH2:1][C:2]1[NH:6][C:5]2[CH:7]=[CH:8][C:9]([O:11][C:12]3[CH:17]=[CH:16][C:15]([NH:18][C:19]([NH:21][C:22]4[CH:27]=[C:26]([C:28]([F:31])([F:30])[F:29])[CH:25]=[CH:24][C:23]=4[F:32])=[O:20])=[CH:14][CH:13]=3)=[CH:10][C:4]=2[N:3]=1.C(N(CC)CC)C.[CH3:40][S:41](Cl)(=[O:43])=[O:42]. Product: [F:32][C:23]1[CH:24]=[CH:25][C:26]([C:28]([F:31])([F:29])[F:30])=[CH:27][C:22]=1[NH:21][C:19]([NH:18][C:15]1[CH:14]=[CH:13][C:12]([O:11][C:9]2[CH:8]=[CH:7][C:5]3[N:6]([S:41]([CH3:40])(=[O:43])=[O:42])[CH:2]([NH2:1])[NH:3][C:4]=3[CH:10]=2)=[CH:17][CH:16]=1)=[O:20]. The catalyst class is: 479. (6) Reactant: C([O:8][C:9]([CH:11]1[CH2:15][CH2:14][CH2:13][N:12]1[NH:16][C:17]([NH:19][O:20][CH2:21][C:22]([N:24]1[CH2:28][CH2:27][CH2:26][C@@H:25]1[C:29]([O:31]CC1C=CC=CC=1)=[O:30])=[O:23])=[O:18])=[O:10])C1C=CC=CC=1. Product: [C:29]([C@H:25]1[CH2:26][CH2:27][CH2:28][N:24]1[C:22](=[O:23])[CH2:21][O:20][NH:19][C:17](=[O:18])[NH:16][N:12]1[CH2:13][CH2:14][CH2:15][CH:11]1[C:9]([OH:10])=[O:8])([OH:31])=[O:30]. The catalyst class is: 29.